Dataset: M1 muscarinic receptor antagonist screen with 61,756 compounds. Task: Binary Classification. Given a drug SMILES string, predict its activity (active/inactive) in a high-throughput screening assay against a specified biological target. (1) The compound is S(c1n(c(nn1)c1cccnc1)C)CC(=O)Nc1c(cc(OC)c(OC)c1)C(OC)=O. The result is 0 (inactive). (2) The compound is S(=O)(=O)(N1CC(CCC1)C(=O)NCc1occc1)c1c2ncccc2ccc1. The result is 0 (inactive). (3) The drug is S(c1n(N\C=C2\C(=O)C(OC)=CC=C2)c(nn1)c1ccccc1)C. The result is 0 (inactive). (4) The molecule is S(=O)(=O)(NCc1occc1)c1cc(C(=O)Nc2c(c(ccc2)C)C)c(F)cc1. The result is 0 (inactive). (5) The result is 0 (inactive). The drug is O=C(NCc1occc1)Cn1c2c(c(c1)C#N)cccc2CC. (6) The drug is O1CCN(CC1)CCNC(=O)c1noc(c1)c1ccccc1. The result is 0 (inactive).